This data is from Reaction yield outcomes from USPTO patents with 853,638 reactions. The task is: Predict the reaction yield, written as a fraction of the theoretical maximum amount of product (1.0 means a 100% yield; for example, 0.34 means a 34% yield). (1) The reactants are [Br:1][C:2]1[CH:3]=[CH:4][C:5]([O:9][CH3:10])=[C:6]([OH:8])[CH:7]=1.C(N(CC)CC)C.[Si:18](Cl)([C:21]([CH3:24])([CH3:23])[CH3:22])([CH3:20])[CH3:19]. The catalyst is C(Cl)Cl.CN(C)C1C=CN=CC=1. The product is [Br:1][C:2]1[CH:3]=[CH:4][C:5]([O:9][CH3:10])=[C:6]([CH:7]=1)[O:8][Si:18]([C:21]([CH3:24])([CH3:23])[CH3:22])([CH3:20])[CH3:19]. The yield is 1.00. (2) The reactants are [C:1](Cl)(=[O:6])[O:2][CH:3]([Cl:5])[CH3:4].[CH:8]([OH:11])([CH3:10])[CH3:9].N1C=CC=CC=1. The catalyst is C(Cl)Cl. The product is [C:1](=[O:6])([O:11][CH:8]([CH3:10])[CH3:9])[O:2][CH:3]([Cl:5])[CH3:4]. The yield is 0.824. (3) The catalyst is O1CCOCC1. The yield is 0.340. The product is [ClH:1].[CH2:13]([NH:12][C:4]1[N:5]=[C:6]([NH:8][CH2:9][CH2:10][CH3:11])[N:7]=[C:2]([NH:21][O:20][CH2:17][C:18]#[CH:19])[N:3]=1)[CH2:14][CH3:15]. The reactants are [Cl:1][C:2]1[N:7]=[C:6]([NH:8][CH2:9][CH2:10][CH3:11])[N:5]=[C:4]([NH:12][CH2:13][CH2:14][CH3:15])[N:3]=1.Cl.[CH2:17]([O:20][NH2:21])[C:18]#[CH:19].[OH-].[Na+].C([O-])(O)=O.[Na+].